Dataset: Catalyst prediction with 721,799 reactions and 888 catalyst types from USPTO. Task: Predict which catalyst facilitates the given reaction. (1) The catalyst class is: 705. Reactant: [NH:1]([C:13]([O:15][CH2:16][C:17]1[CH:22]=[CH:21][CH:20]=[CH:19][CH:18]=1)=[O:14])[C@H:2]([C:10](O)=[O:11])[CH2:3][C:4]1[CH:9]=[CH:8][CH:7]=[CH:6][CH:5]=1.C1C2C3C(=O)[N:32](O)C(=O)C3C1C=C2.CCN=C=NCCCN(C)C.Cl.N. Product: [NH:1]([C:13]([O:15][CH2:16][C:17]1[CH:22]=[CH:21][CH:20]=[CH:19][CH:18]=1)=[O:14])[C@H:2]([C:10]([NH2:32])=[O:11])[CH2:3][C:4]1[CH:9]=[CH:8][CH:7]=[CH:6][CH:5]=1. (2) The catalyst class is: 9. Product: [Br:42][C:43]1[CH:44]=[CH:45][C:46]([C:49]([N:23]([CH2:24][C:25]2[CH:41]=[CH:40][CH:39]=[CH:38][C:26]=2[O:27][CH2:28][CH2:29][CH2:30][CH2:31][CH2:32][C:33]([O:35][CH2:36][CH3:37])=[O:34])[CH:20]([CH3:21])[CH3:22])=[O:50])=[N:47][CH:48]=1. Reactant: CCN=C=NCCCN(C)C.Cl.C(N(CC)CC)C.[CH:20]([NH:23][CH2:24][C:25]1[CH:41]=[CH:40][CH:39]=[CH:38][C:26]=1[O:27][CH2:28][CH2:29][CH2:30][CH2:31][CH2:32][C:33]([O:35][CH2:36][CH3:37])=[O:34])([CH3:22])[CH3:21].[Br:42][C:43]1[CH:44]=[CH:45][C:46]([C:49](O)=[O:50])=[N:47][CH:48]=1.C1C=CC2N(O)N=NC=2C=1. (3) Reactant: [C-:1]#[N:2].[K+].CS(O[CH2:9][CH2:10][CH:11]([C:24]1[CH:29]=[CH:28][C:27]([C:30]([F:33])([F:32])[F:31])=[CH:26][C:25]=1[Cl:34])[C:12]1[C:20]2[C:15](=[C:16]([CH2:21][S:22][CH3:23])[CH:17]=[CH:18][CH:19]=2)[NH:14][CH:13]=1)(=O)=O. Product: [Cl:34][C:25]1[CH:26]=[C:27]([C:30]([F:33])([F:32])[F:31])[CH:28]=[CH:29][C:24]=1[CH:11]([C:12]1[C:20]2[C:15](=[C:16]([CH2:21][S:22][CH3:23])[CH:17]=[CH:18][CH:19]=2)[NH:14][CH:13]=1)[CH2:10][CH2:9][C:1]#[N:2]. The catalyst class is: 16. (4) Reactant: CC(S([NH:7][CH:8]([C:10]1[CH:19]=[CH:18][C:13]2[NH:14][C:15](=[O:17])[NH:16][C:12]=2[CH:11]=1)[CH3:9])=O)(C)C.[ClH:20]. Product: [ClH:20].[NH2:7][CH:8]([C:10]1[CH:19]=[CH:18][C:13]2[NH:14][C:15](=[O:17])[NH:16][C:12]=2[CH:11]=1)[CH3:9]. The catalyst class is: 5. (5) Reactant: [N+](C1C=CC(COC(C2N3[C@H](SC=2)C([CH:20]([O:34]C(=O)C)[C:21]2[N:22]=[C:23]4[CH:32]=[N:31][C:30]5[C:25](=[CH:26][CH:27]=[CH:28][CH:29]=5)[N:24]4[CH:33]=2)(Br)C3=O)=O)=CC=1)([O-])=O.P([O-])([O-])([O-])=O. Product: [CH:33]1[N:24]2[C:25]3[C:30]([N:31]=[CH:32][C:23]2=[N:22][C:21]=1[CH:20]=[O:34])=[CH:29][CH:28]=[CH:27][CH:26]=3. The catalyst class is: 354. (6) Reactant: [C:1](/[N:3]=[C:4](\SC)/[NH:5][C:6]1[CH:11]=[CH:10][CH:9]=[C:8]([S:12]([CH3:15])(=[O:14])=[O:13])[CH:7]=1)#[N:2].[NH2:18][NH2:19]. Product: [CH3:15][S:12]([C:8]1[CH:7]=[C:6]([NH:5][C:4]2[N:3]=[C:1]([NH2:2])[NH:19][N:18]=2)[CH:11]=[CH:10][CH:9]=1)(=[O:13])=[O:14]. The catalyst class is: 8. (7) Reactant: Br[CH2:2][C:3]([CH2:5]Br)=[O:4].[OH:7][C:8]1[CH:13]=[CH:12][CH:11]=[CH:10][N:9]=1. Product: [N:9]1[CH:10]=[CH:11][CH:12]=[CH:13][C:8]=1[O:7][CH2:2][C:3]([CH2:5][O:7][C:8]1[CH:13]=[CH:12][CH:11]=[CH:10][N:9]=1)=[O:4]. The catalyst class is: 48. (8) Reactant: [H-].[Na+].[CH2:3]([C:5]1[CH:6]=[N:7][C:8]([N:11]2[CH2:16][CH2:15][CH:14]([CH2:17][CH2:18][CH2:19][NH:20][C:21]3[N:22]=[CH:23][C:24]4[CH2:30][N:29]([S:31]([CH3:34])(=[O:33])=[O:32])[CH2:28][CH2:27][C:25]=4[N:26]=3)[CH2:13][CH2:12]2)=[N:9][CH:10]=1)[CH3:4].I[CH3:36]. Product: [CH2:3]([C:5]1[CH:10]=[N:9][C:8]([N:11]2[CH2:16][CH2:15][CH:14]([CH2:17][CH2:18][CH2:19][N:20]([CH3:36])[C:21]3[N:22]=[CH:23][C:24]4[CH2:30][N:29]([S:31]([CH3:34])(=[O:32])=[O:33])[CH2:28][CH2:27][C:25]=4[N:26]=3)[CH2:13][CH2:12]2)=[N:7][CH:6]=1)[CH3:4]. The catalyst class is: 3.